Dataset: Reaction yield outcomes from USPTO patents with 853,638 reactions. Task: Predict the reaction yield, written as a fraction of the theoretical maximum amount of product (1.0 means a 100% yield; for example, 0.34 means a 34% yield). (1) The reactants are [CH2:1]([O:8][C:9]([CH:11]([NH:29][C:30]([O:32][C:33]([CH3:36])([CH3:35])[CH3:34])=[O:31])[CH2:12][C:13]1[CH:28]=[CH:27][C:16]([O:17][C:18]2[CH:26]=[CH:25][C:21]([C:22](O)=[O:23])=[CH:20][CH:19]=2)=[CH:15][CH:14]=1)=[O:10])[C:2]1[CH:7]=[CH:6][CH:5]=[CH:4][CH:3]=1.CN1CCOCC1.CN([P+]([O:54][N:55]1N=NC2C=CC=CC1=2)(N(C)C)N(C)C)C.F[P-](F)(F)(F)(F)F.Cl.NO. The catalyst is CN(C)C=O.C(O)(=O)C. The product is [CH2:1]([O:8][C:9](=[O:10])[CH:11]([NH:29][C:30]([O:32][C:33]([CH3:34])([CH3:35])[CH3:36])=[O:31])[CH2:12][C:13]1[CH:14]=[CH:15][C:16]([O:17][C:18]2[CH:19]=[CH:20][C:21]([C:22](=[O:23])[NH:55][OH:54])=[CH:25][CH:26]=2)=[CH:27][CH:28]=1)[C:2]1[CH:3]=[CH:4][CH:5]=[CH:6][CH:7]=1. The yield is 0.440. (2) The reactants are [C:1]([C:4]1[C:13](=[O:14])[C:12]2[C:7](=[CH:8][CH:9]=[C:10]([C:15]([O:17][CH2:18][CH3:19])=[O:16])[CH:11]=2)[NH:6][CH:5]=1)(=[O:3])[CH3:2].[C:20](=O)([O-])[O-].[K+].[K+].CI. The catalyst is CN(C)C=O. The product is [C:1]([C:4]1[C:13](=[O:14])[C:12]2[C:7](=[CH:8][CH:9]=[C:10]([C:15]([O:17][CH2:18][CH3:19])=[O:16])[CH:11]=2)[N:6]([CH3:20])[CH:5]=1)(=[O:3])[CH3:2]. The yield is 0.602. (3) The reactants are [Zn](CC)[CH2:2]C.C(I)I.[CH2:9]([O:16][C:17](=[O:31])[NH:18][CH2:19][CH:20]=[CH:21][B:22]1[O:26][C:25]([CH3:28])([CH3:27])[C:24]([CH3:30])([CH3:29])[O:23]1)[C:10]1[CH:15]=[CH:14][CH:13]=[CH:12][CH:11]=1. The catalyst is ClCCl. The product is [CH2:9]([O:16][C:17](=[O:31])[NH:18][CH2:19][C@@H:20]1[CH2:2][C@H:21]1[B:22]1[O:26][C:25]([CH3:27])([CH3:28])[C:24]([CH3:30])([CH3:29])[O:23]1)[C:10]1[CH:11]=[CH:12][CH:13]=[CH:14][CH:15]=1. The yield is 0.543. (4) The reactants are [NH2:1][C:2]1[CH:7]=[CH:6][CH:5]=[CH:4][C:3]=1[C:8]1[O:12][C:11]([NH:13][C:14]2[CH:23]=[CH:22][C:17]3[O:18][CH2:19][CH2:20][O:21][C:16]=3[CH:15]=2)=[N:10][CH:9]=1.[CH:24]1[C:29]([CH:30]=O)=[CH:28][C:27]2[O:32][CH2:33][O:34][C:26]=2[CH:25]=1.[BH-](OC(C)=O)(OC(C)=O)OC(C)=O.[Na+].C(OCC)(=O)C. The catalyst is C1C=CC=CC=1.CC(O)=O.O. The product is [O:34]1[C:26]2[CH:25]=[CH:24][C:29]([CH2:30][NH:1][C:2]3[CH:7]=[CH:6][CH:5]=[CH:4][C:3]=3[C:8]3[O:12][C:11]([NH:13][C:14]4[CH:23]=[CH:22][C:17]5[O:18][CH2:19][CH2:20][O:21][C:16]=5[CH:15]=4)=[N:10][CH:9]=3)=[CH:28][C:27]=2[O:32][CH2:33]1. The yield is 0.300. (5) The reactants are Cl.[Cl:2][C:3]1[CH:8]=[CH:7][C:6]([S:9]([C:12]2([C:18]3[CH:23]=[C:22]([F:24])[CH:21]=[CH:20][C:19]=3[F:25])[CH2:17][CH2:16][NH:15][CH2:14][CH2:13]2)(=[O:11])=[O:10])=[CH:5][CH:4]=1.C(N(CC)CC)C.[C:33](Cl)(=[O:35])[CH3:34].C(=O)(O)[O-].[Na+]. The catalyst is ClCCl.CCCCCC. The product is [Cl:2][C:3]1[CH:8]=[CH:7][C:6]([S:9]([C:12]2([C:18]3[CH:23]=[C:22]([F:24])[CH:21]=[CH:20][C:19]=3[F:25])[CH2:17][CH2:16][N:15]([C:33](=[O:35])[CH3:34])[CH2:14][CH2:13]2)(=[O:10])=[O:11])=[CH:5][CH:4]=1. The yield is 0.530. (6) The reactants are [OH:1][C@:2]([CH3:38])([CH2:36][I:37])[C:3](=[O:35])[C@@H:4]([NH:12][C:13](=[O:34])[C@@H:14]([NH:18][C:19](=[O:33])[C@@H:20]([NH:24][C:25]([C:27]1[S:31][C:30]([CH3:32])=[N:29][CH:28]=1)=[O:26])[CH2:21][O:22][CH3:23])[CH2:15][O:16][CH3:17])[CH2:5][C:6]1[CH:11]=[CH:10][CH:9]=[CH:8][CH:7]=1.[CH2:39]([O:41][C:42](=[O:57])[CH2:43][CH2:44][C:45](O[C:45](=[O:46])[CH2:44][CH2:43][C:42](=[O:57])[O:41][CH2:39][CH3:40])=[O:46])[CH3:40]. The catalyst is CN(C1C=CN=CC=1)C.N1C=CC=CC=1.O.ClCCl. The product is [C:42]([O:41][CH2:39][CH3:40])(=[O:57])[CH2:43][CH2:44][C:45]([O:1][C@@:2]([CH3:38])([C:3](=[O:35])[C@@H:4]([NH:12][C:13](=[O:34])[C@@H:14]([NH:18][C:19](=[O:33])[C@@H:20]([NH:24][C:25]([C:27]1[S:31][C:30]([CH3:32])=[N:29][CH:28]=1)=[O:26])[CH2:21][O:22][CH3:23])[CH2:15][O:16][CH3:17])[CH2:5][C:6]1[CH:7]=[CH:8][CH:9]=[CH:10][CH:11]=1)[CH2:36][I:37])=[O:46]. The yield is 0.550. (7) The reactants are C(O[BH-](OC(=O)C)OC(=O)C)(=O)C.[Na+].[Cl:15][C:16]1[C:25]2[C:20](=[CH:21][C:22]([CH:26]=O)=[CH:23][CH:24]=2)[N:19]=[C:18]([CH3:28])[CH:17]=1.[NH2:29][C:30]1[CH:37]=[CH:36][C:33]([C:34]#[N:35])=[CH:32][CH:31]=1.C(O)(=O)C. The catalyst is ClCCCl. The product is [Cl:15][C:16]1[C:25]2[C:20](=[CH:21][C:22]([CH2:26][NH:29][C:30]3[CH:37]=[CH:36][C:33]([C:34]#[N:35])=[CH:32][CH:31]=3)=[CH:23][CH:24]=2)[N:19]=[C:18]([CH3:28])[CH:17]=1. The yield is 0.640. (8) The reactants are [Cl:1][C:2]1[C:3]([CH2:12][O:13][C:14]2[CH:19]=[CH:18][C:17]([O:20][C:21]([F:24])([F:23])[F:22])=[C:16]([Cl:25])[CH:15]=2)=[CH:4][C:5]2[O:9][N:8]=[C:7]([NH2:10])[C:6]=2[CH:11]=1.[CH3:26][S:27](Cl)(=[O:29])=[O:28].C(N(CC)CC)C. The catalyst is C(Cl)Cl. The product is [Cl:1][C:2]1[C:3]([CH2:12][O:13][C:14]2[CH:19]=[CH:18][C:17]([O:20][C:21]([F:22])([F:23])[F:24])=[C:16]([Cl:25])[CH:15]=2)=[CH:4][C:5]2[O:9][N:8]=[C:7]([NH:10][S:27]([CH3:26])(=[O:29])=[O:28])[C:6]=2[CH:11]=1. The yield is 0.630. (9) The reactants are [CH3:1][S:2]([NH2:5])(=[O:4])=[O:3].[H-].[Na+].CS([C:12]1[N:13]=[C:14]([C:29]2[CH:34]=[CH:33][CH:32]=[CH:31][CH:30]=2)[C:15]2[CH:21]=[CH:20][C:19](=[O:22])[N:18]([C:23]3[CH:28]=[CH:27][CH:26]=[CH:25][CH:24]=3)[C:16]=2[N:17]=1)(=O)=O.O. The catalyst is CN(C=O)C. The product is [O:22]=[C:19]1[N:18]([C:23]2[CH:28]=[CH:27][CH:26]=[CH:25][CH:24]=2)[C:16]2[N:17]=[C:12]([NH:5][S:2]([CH3:1])(=[O:4])=[O:3])[N:13]=[C:14]([C:29]3[CH:34]=[CH:33][CH:32]=[CH:31][CH:30]=3)[C:15]=2[CH:21]=[CH:20]1. The yield is 0.510. (10) The reactants are [N:1]12[CH2:8][CH2:7][C:4]([CH2:9][CH:10]3[C:18](=[O:19])[CH:17]=[C:16]4[CH:20]=[N:21][CH:22]=[CH:23][N:14]5[C:15]4=[C:11]3[CH2:12][NH:13]5)([CH2:5][CH2:6]1)[CH2:3][CH2:2]2.[ClH:24]. The catalyst is CO. The product is [ClH:24].[N:1]12[CH2:2][CH2:3][C:4]([CH2:9][CH:10]3[C:18](=[O:19])[CH:17]=[C:16]4[CH:20]=[N:21][CH:22]=[CH:23][N:14]5[C:15]4=[C:11]3[CH2:12][NH:13]5)([CH2:7][CH2:8]1)[CH2:5][CH2:6]2. The yield is 1.00.